This data is from Full USPTO retrosynthesis dataset with 1.9M reactions from patents (1976-2016). The task is: Predict the reactants needed to synthesize the given product. (1) Given the product [Br:7][C:4]1[S:3][C:2]([N:12]2[CH2:13][CH2:14][N:9]([CH3:8])[CH2:10][CH2:11]2)=[N:6][CH:5]=1, predict the reactants needed to synthesize it. The reactants are: Br[C:2]1[S:3][C:4]([Br:7])=[CH:5][N:6]=1.[CH3:8][N:9]1[CH2:14][CH2:13][NH:12][CH2:11][CH2:10]1. (2) Given the product [CH2:1]([O:3][C:4](=[O:15])[CH2:5][C:6]1[CH:11]=[CH:10][C:9]([O:12][CH3:13])=[C:8]([O:14][C:17]2[CH:24]=[CH:23][C:22]([N+:25]([O-:27])=[O:26])=[CH:21][C:18]=2[CH:19]=[O:20])[CH:7]=1)[CH3:2], predict the reactants needed to synthesize it. The reactants are: [CH2:1]([O:3][C:4](=[O:15])[CH2:5][C:6]1[CH:11]=[CH:10][C:9]([O:12][CH3:13])=[C:8]([OH:14])[CH:7]=1)[CH3:2].F[C:17]1[CH:24]=[CH:23][C:22]([N+:25]([O-:27])=[O:26])=[CH:21][C:18]=1[CH:19]=[O:20].C(=O)([O-])[O-].[K+].[K+]. (3) Given the product [CH:25]1([CH2:24][N:11]2[C:8]3=[N:9][CH:10]=[C:5]([NH:4][CH3:3])[CH:6]=[C:7]3[N:13]=[C:12]2[CH2:14][C:15]2[CH:20]=[CH:19][C:18]([O:21][CH2:22][CH3:23])=[CH:17][CH:16]=2)[CH2:27][CH2:26]1, predict the reactants needed to synthesize it. The reactants are: CO[C:3](=O)[NH:4][C:5]1[CH:6]=[C:7]2[N:13]=[C:12]([CH2:14][C:15]3[CH:20]=[CH:19][C:18]([O:21][CH2:22][CH3:23])=[CH:17][CH:16]=3)[N:11]([CH2:24][CH:25]3[CH2:27][CH2:26]3)[C:8]2=[N:9][CH:10]=1.Cl.[H-].[H-].[H-].[H-].[Li+].[Al+3].